From a dataset of Peptide-MHC class I binding affinity with 185,985 pairs from IEDB/IMGT. Regression. Given a peptide amino acid sequence and an MHC pseudo amino acid sequence, predict their binding affinity value. This is MHC class I binding data. The peptide sequence is STVDVRNIVT. The MHC is HLA-A02:01 with pseudo-sequence HLA-A02:01. The binding affinity (normalized) is 0.258.